The task is: Predict the product of the given reaction.. This data is from Forward reaction prediction with 1.9M reactions from USPTO patents (1976-2016). (1) Given the reactants [NH2:1][C:2]1[CH:3]=[C:4]([CH:17]=[CH:18][C:19]=1[F:20])[CH2:5][C:6]1[C:15]2[C:10](=[CH:11][CH:12]=[CH:13][CH:14]=2)[C:9](=[O:16])[NH:8][N:7]=1.[CH2:21]([N:28]1[CH2:33][C:32](=O)[O:31][C:30](=[O:35])[CH2:29]1)[C:22]1[CH:27]=[CH:26][CH:25]=[CH:24][CH:23]=1.C(N(C(C)C)CC)(C)C, predict the reaction product. The product is: [CH2:21]([N:28]1[CH2:33][C:32](=[O:31])[N:1]([C:2]2[CH:3]=[C:4]([CH2:5][C:6]3[C:15]4[C:10](=[CH:11][CH:12]=[CH:13][CH:14]=4)[C:9](=[O:16])[NH:8][N:7]=3)[CH:17]=[CH:18][C:19]=2[F:20])[C:30](=[O:35])[CH2:29]1)[C:22]1[CH:27]=[CH:26][CH:25]=[CH:24][CH:23]=1. (2) Given the reactants [O:1]1[CH2:3][CH:2]1[CH2:4][O:5][C:6]1[CH:7]=[C:8]([NH:12][C:13](=[O:19])[O:14][C:15]([CH3:18])([CH3:17])[CH3:16])[CH:9]=[CH:10][CH:11]=1.[CH2:20]1[C:29]2[C:24](=[CH:25][CH:26]=[CH:27][CH:28]=2)[CH2:23][CH2:22][NH:21]1, predict the reaction product. The product is: [CH2:20]1[C:29]2[C:24](=[CH:25][CH:26]=[CH:27][CH:28]=2)[CH2:23][CH2:22][N:21]1[CH2:3][CH:2]([OH:1])[CH2:4][O:5][C:6]1[CH:7]=[C:8]([NH:12][C:13](=[O:19])[O:14][C:15]([CH3:18])([CH3:17])[CH3:16])[CH:9]=[CH:10][CH:11]=1. (3) Given the reactants [N:1]1[C:10]2[C:5](=[CH:6][CH:7]=[N:8][C:9]=2[OH:11])[CH:4]=[CH:3][CH:2]=1.C(=O)([O-])[O-].[Cs+].[Cs+].[CH2:18](Br)[C:19]1[CH:24]=[CH:23][CH:22]=[CH:21][CH:20]=1, predict the reaction product. The product is: [CH2:18]([C:2]1[CH:3]=[CH:4][C:5]2[CH:6]=[CH:7][NH:8][C:9](=[O:11])[C:10]=2[N:1]=1)[C:19]1[CH:24]=[CH:23][CH:22]=[CH:21][CH:20]=1.